From a dataset of Forward reaction prediction with 1.9M reactions from USPTO patents (1976-2016). Predict the product of the given reaction. (1) Given the reactants [F:1][C:2]1[CH:14]=[CH:13][C:5]([CH2:6][N:7]2[CH2:12][CH2:11][NH:10][CH2:9][CH2:8]2)=[CH:4][CH:3]=1.[O:15]=[C:16]1[C:20]([C:27]2[CH:32]=[CH:31][CH:30]=[CH:29][CH:28]=2)([C:21]2[CH:26]=[CH:25][CH:24]=[CH:23][CH:22]=2)[CH2:19][CH2:18][N:17]1[CH2:33][C:34](O)=[O:35].C(N(C(C)C)CC)(C)C, predict the reaction product. The product is: [F:1][C:2]1[CH:14]=[CH:13][C:5]([CH2:6][N:7]2[CH2:12][CH2:11][N:10]([C:34](=[O:35])[CH2:33][N:17]3[CH2:18][CH2:19][C:20]([C:21]4[CH:26]=[CH:25][CH:24]=[CH:23][CH:22]=4)([C:27]4[CH:32]=[CH:31][CH:30]=[CH:29][CH:28]=4)[C:16]3=[O:15])[CH2:9][CH2:8]2)=[CH:4][CH:3]=1. (2) Given the reactants Cl[C:2]1[N:10]=[C:9]2[C:5]([N:6]=[CH:7][N:8]2[CH3:11])=[C:4]([S:12][C:13]2[CH:18]=[CH:17][C:16]([Cl:19])=[CH:15][CH:14]=2)[N:3]=1.[CH3:20][C:21]1[CH:25]=[C:24]([CH3:26])[NH:23][N:22]=1, predict the reaction product. The product is: [Cl:19][C:16]1[CH:17]=[CH:18][C:13]([S:12][C:4]2[N:3]=[C:2]([N:22]3[C:21]([CH3:20])=[CH:25][C:24]([CH3:26])=[N:23]3)[N:10]=[C:9]3[C:5]=2[N:6]=[CH:7][N:8]3[CH3:11])=[CH:14][CH:15]=1. (3) Given the reactants [CH3:1][S:2](Cl)(=[O:4])=[O:3].[F:6][C:7]1[C:12]2[C:13]([C:19]3[CH:24]=[CH:23][C:22]([F:25])=[CH:21][CH:20]=3)=[N:14][C:15]([CH3:18])([CH3:17])[O:16][C:11]=2[CH:10]=[C:9]([NH2:26])[CH:8]=1, predict the reaction product. The product is: [F:6][C:7]1[C:12]2[C:13]([C:19]3[CH:24]=[CH:23][C:22]([F:25])=[CH:21][CH:20]=3)=[N:14][C:15]([CH3:18])([CH3:17])[O:16][C:11]=2[CH:10]=[C:9]([NH:26][S:2]([CH3:1])(=[O:4])=[O:3])[CH:8]=1. (4) Given the reactants Cl.[NH2:2][OH:3].C([O-])(=O)C.[Na+].O.C([C:12]1[CH:13]=[C:14]([CH:27]=[CH:28][C:29]=1[O:30][CH3:31])[CH2:15][N:16]1[C:20](=[O:21])[C:19]2=[CH:22][CH:23]=[CH:24][CH:25]=[C:18]2[C:17]1=[O:26])=O, predict the reaction product. The product is: [OH:3][N:2]=[C:12]1[C:29]([O:30][CH3:31])=[CH:28][CH:27]=[C:14]([CH2:15][N:16]2[C:20](=[O:21])[C:19]3=[CH:22][CH:23]=[CH:24][CH:25]=[C:18]3[C:17]2=[O:26])[CH2:13]1.